This data is from Forward reaction prediction with 1.9M reactions from USPTO patents (1976-2016). The task is: Predict the product of the given reaction. (1) Given the reactants I[C:2]1[CH:3]=[CH:4][N:5]2[C:10]=1[C:9](=[O:11])[N:8]([C:12]1[CH:17]=[CH:16][CH:15]=[CH:14][CH:13]=1)[C:7]([C@@H:18]([NH:20][C:21](=[O:27])[O:22][C:23]([CH3:26])([CH3:25])[CH3:24])[CH3:19])=[N:6]2.[CH3:28][N:29]([CH3:40])[CH2:30][CH2:31][NH:32][C:33]1[CH:38]=[CH:37][CH:36]=[CH:35][C:34]=1[SH:39].C(=O)([O-])[O-].[K+].[K+], predict the reaction product. The product is: [CH3:28][N:29]([CH3:40])[CH2:30][CH2:31][NH:32][C:33]1[CH:38]=[CH:37][CH:36]=[CH:35][C:34]=1[S:39][C:2]1[CH:3]=[CH:4][N:5]2[C:10]=1[C:9](=[O:11])[N:8]([C:12]1[CH:17]=[CH:16][CH:15]=[CH:14][CH:13]=1)[C:7]([C@@H:18]([NH:20][C:21](=[O:27])[O:22][C:23]([CH3:26])([CH3:25])[CH3:24])[CH3:19])=[N:6]2. (2) Given the reactants [C:1]([O:5][C:6](=[O:24])[N:7]([C:16]1[CH:21]=[CH:20][C:19](Br)=[C:18]([F:23])[N:17]=1)[CH2:8][C:9]1[CH:10]=[N:11][CH:12]=[C:13]([F:15])[CH:14]=1)([CH3:4])([CH3:3])[CH3:2].C([Mg]Cl)(C)C.C([Cu])#N.[C:33]([O:37][C:38]([N:40]1[C:44]2=[N:45][CH:46]=[C:47]([Cl:49])[CH:48]=[C:43]2[C:42]([CH2:50]Cl)=[CH:41]1)=[O:39])([CH3:36])([CH3:35])[CH3:34].N, predict the reaction product. The product is: [C:33]([O:37][C:38]([N:40]1[C:44]2=[N:45][CH:46]=[C:47]([Cl:49])[CH:48]=[C:43]2[C:42]([CH2:50][C:19]2[C:18]([F:23])=[N:17][C:16]([N:7]([C:6]([O:5][C:1]([CH3:4])([CH3:3])[CH3:2])=[O:24])[CH2:8][C:9]3[CH:10]=[N:11][CH:12]=[C:13]([F:15])[CH:14]=3)=[CH:21][CH:20]=2)=[CH:41]1)=[O:39])([CH3:36])([CH3:35])[CH3:34]. (3) Given the reactants [F:1][C:2]1[CH:3]=[C:4]([CH:33]=[CH:34][CH:35]=1)[O:5][C:6]1[CH:11]=[CH:10][CH:9]=[CH:8][C:7]=1[C@:12]([C@@H:20]1[CH2:25][CH2:24][CH2:23][N:22](C(OC(C)(C)C)=O)[CH2:21]1)([OH:19])[CH2:13][CH2:14][CH2:15][CH2:16][O:17][CH3:18].Cl.[OH-].[Na+], predict the reaction product. The product is: [F:1][C:2]1[CH:3]=[C:4]([CH:33]=[CH:34][CH:35]=1)[O:5][C:6]1[CH:11]=[CH:10][CH:9]=[CH:8][C:7]=1[C@:12]([C@@H:20]1[CH2:25][CH2:24][CH2:23][NH:22][CH2:21]1)([OH:19])[CH2:13][CH2:14][CH2:15][CH2:16][O:17][CH3:18]. (4) Given the reactants [NH2:1][C:2]1[C:10]([OH:11])=[CH:9][CH:8]=[CH:7][C:3]=1[C:4]([OH:6])=[O:5].[CH:12](OC)(OC)OC, predict the reaction product. The product is: [O:11]1[C:10]2=[CH:9][CH:8]=[CH:7][C:3]([C:4]([OH:6])=[O:5])=[C:2]2[N:1]=[CH:12]1. (5) Given the reactants [CH3:1][N:2]1[C:7](=[O:8])[CH:6]=[CH:5][C:4]([N:9]2[C:17]3[C:12](=[CH:13][CH:14]=[CH:15][CH:16]=3)[CH2:11][C@H:10]2[C:18](O)=[O:19])=[N:3]1.C1N=CN(C(N2C=NC=C2)=O)C=1.[NH:33]1[CH2:38][CH2:37][CH2:36][CH2:35][CH2:34]1.O, predict the reaction product. The product is: [CH3:1][N:2]1[C:7](=[O:8])[CH:6]=[CH:5][C:4]([N:9]2[C:17]3[C:12](=[CH:13][CH:14]=[CH:15][CH:16]=3)[CH2:11][C@H:10]2[C:18]([N:33]2[CH2:38][CH2:37][CH2:36][CH2:35][CH2:34]2)=[O:19])=[N:3]1. (6) Given the reactants [N:1]1[CH:6]=[CH:5][CH:4]=[C:3](B(O)O)[CH:2]=1.Br[C:11]1[CH:16]=[CH:15][C:14]([Br:17])=[CH:13][N:12]=1.C(=O)([O-])[O-].[Na+].[Na+].C1(C)C=CC=CC=1, predict the reaction product. The product is: [Br:17][C:14]1[CH:15]=[CH:16][C:11]([C:3]2[CH:2]=[N:1][CH:6]=[CH:5][CH:4]=2)=[N:12][CH:13]=1.